This data is from Forward reaction prediction with 1.9M reactions from USPTO patents (1976-2016). The task is: Predict the product of the given reaction. (1) The product is: [CH2:28]([N:7]([CH2:6][CH2:5][C:4]([O:3][CH2:1][CH3:2])=[O:21])[CH2:8][CH:9]([C:15]1[CH:16]=[CH:17][CH:18]=[CH:19][CH:20]=1)[C:10]([O:12][CH2:13][CH3:14])=[O:11])[C:29]1[CH:34]=[CH:33][CH:32]=[CH:31][CH:30]=1. Given the reactants [CH2:1]([O:3][C:4](=[O:21])[CH2:5][CH2:6][NH:7][CH2:8][CH:9]([C:15]1[CH:20]=[CH:19][CH:18]=[CH:17][CH:16]=1)[C:10]([O:12][CH2:13][CH3:14])=[O:11])[CH3:2].C(=O)([O-])[O-].[Na+].[Na+].[CH2:28](Br)[C:29]1[CH:34]=[CH:33][CH:32]=[CH:31][CH:30]=1.O, predict the reaction product. (2) Given the reactants [NH2:1][C:2]1[CH:7]=[CH:6][C:5]([C:8]2([C:11]([O:13][CH3:14])=[O:12])[CH2:10][CH2:9]2)=[CH:4][C:3]=1[C:15]#[C:16][Si](C)(C)C, predict the reaction product. The product is: [NH:1]1[C:2]2[C:3](=[CH:4][C:5]([C:8]3([C:11]([O:13][CH3:14])=[O:12])[CH2:10][CH2:9]3)=[CH:6][CH:7]=2)[CH:15]=[CH:16]1. (3) The product is: [CH3:12][O:11][C:10]1[CH:9]=[CH:8][CH:7]=[C:3]2[C:2]=1[N:1]=[C:29]([CH:26]1[CH2:27][CH2:28][N:23]([CH3:21])[CH2:24][CH2:25]1)[NH:6][C:4]2=[O:5]. Given the reactants [NH2:1][C:2]1[C:10]([O:11][CH3:12])=[CH:9][CH:8]=[CH:7][C:3]=1[C:4]([NH2:6])=[O:5].C(O[C:21]([N:23]1[CH2:28][CH2:27][CH:26]([C:29](Cl)=O)[CH2:25][CH2:24]1)=O)C1C=CC=CC=1, predict the reaction product.